Dataset: Catalyst prediction with 721,799 reactions and 888 catalyst types from USPTO. Task: Predict which catalyst facilitates the given reaction. (1) Reactant: [CH:1]1([CH2:10][CH2:11]O)[C:9]2[C:4](=[CH:5][CH:6]=[CH:7][CH:8]=2)[CH2:3][CH2:2]1.C([Br:16])C=C. Product: [CH:1]1([CH2:10][CH2:11][Br:16])[C:9]2[C:4](=[CH:5][CH:6]=[CH:7][CH:8]=2)[CH2:3][CH2:2]1. The catalyst class is: 10. (2) Reactant: C([O:8][C:9](=[O:24])[CH2:10][C@@H:11]([O:16][Si:17]([C:20]([CH3:23])([CH3:22])[CH3:21])([CH3:19])[CH3:18])[CH2:12][C:13]([NH2:15])=[O:14])C1C=CC=CC=1.[H][H]. Product: [Si:17]([O:16][C@H:11]([CH2:10][C:9]([OH:24])=[O:8])[CH2:12][C:13]([NH2:15])=[O:14])([C:20]([CH3:22])([CH3:23])[CH3:21])([CH3:19])[CH3:18]. The catalyst class is: 78. (3) Reactant: [CH2:1]([N:3]1[CH2:9][CH2:8][C:7]2[CH:10]=[C:11]([NH2:14])[CH:12]=[CH:13][C:6]=2[CH2:5][CH2:4]1)[CH3:2].Cl[C:16]1[N:21]=[C:20]([NH:22][CH:23]2[CH2:29][CH2:28][CH2:27][CH2:26][NH:25][C:24]2=[O:30])[C:19]([Cl:31])=[CH:18][N:17]=1.Cl.[Na]. Product: [Cl:31][C:19]1[C:20]([NH:22][CH:23]2[CH2:29][CH2:28][CH2:27][CH2:26][NH:25][C:24]2=[O:30])=[N:21][C:16]([NH:14][C:11]2[CH:12]=[CH:13][C:6]3[CH2:5][CH2:4][N:3]([CH2:1][CH3:2])[CH2:9][CH2:8][C:7]=3[CH:10]=2)=[N:17][CH:18]=1. The catalyst class is: 666. (4) Reactant: Cl[C:2]1[N:7]=[C:6]([NH:8][CH3:9])[C:5]([C:10]([F:13])([F:12])[F:11])=[CH:4][N:3]=1.[NH2:14][C:15]1[CH:20]=[CH:19][C:18]([C:21]([N:23]2[CH2:28][CH2:27][O:26][CH2:25][CH2:24]2)=[O:22])=[CH:17][C:16]=1[O:29][CH2:30][CH2:31][F:32].FC(F)(F)C(O)=O. Product: [F:32][CH2:31][CH2:30][O:29][C:16]1[CH:17]=[C:18]([C:21]([N:23]2[CH2:24][CH2:25][O:26][CH2:27][CH2:28]2)=[O:22])[CH:19]=[CH:20][C:15]=1[NH:14][C:2]1[N:7]=[C:6]([NH:8][CH3:9])[C:5]([C:10]([F:13])([F:12])[F:11])=[CH:4][N:3]=1. The catalyst class is: 141. (5) Reactant: [CH2:1]([O:8][C@H:9]([C@@H:13]([OH:17])[C:14]([OH:16])=[O:15])[C:10]([OH:12])=[O:11])[C:2]1[CH:7]=[CH:6][CH:5]=[CH:4][CH:3]=1.CO[C:20](OC)([CH3:22])[CH3:21].O.CC1C=CC(S(O)(=O)=O)=CC=1.C([O-])(O)=O.[Na+]. Product: [CH2:1]([O:8][C@H:9]([C@@H:13]1[C:14](=[O:16])[O:15][C:20]([CH3:22])([CH3:21])[O:17]1)[C:10]([OH:12])=[O:11])[C:2]1[CH:3]=[CH:4][CH:5]=[CH:6][CH:7]=1. The catalyst class is: 6. (6) Reactant: [Cl:1][C:2]1[C:10]([C:11]([C:14]#[N:15])([CH3:13])[CH3:12])=[CH:9][CH:8]=[CH:7][C:3]=1[C:4]([OH:6])=O.C(Cl)(=O)C(Cl)=O.CN(C)C=O.[NH2:27][C:28]1[CH:29]=[C:30]([CH:45]=[CH:46][CH:47]=1)[O:31][C:32]1[CH:44]=[CH:43][C:35]2[N:36]=[C:37]([NH:39][C:40](=[O:42])[CH3:41])[S:38][C:34]=2[CH:33]=1. Product: [C:40]([NH:39][C:37]1[S:38][C:34]2[CH:33]=[C:32]([O:31][C:30]3[CH:29]=[C:28]([NH:27][C:4](=[O:6])[C:3]4[CH:7]=[CH:8][CH:9]=[C:10]([C:11]([C:14]#[N:15])([CH3:13])[CH3:12])[C:2]=4[Cl:1])[CH:47]=[CH:46][CH:45]=3)[CH:44]=[CH:43][C:35]=2[N:36]=1)(=[O:42])[CH3:41]. The catalyst class is: 355.